This data is from Catalyst prediction with 721,799 reactions and 888 catalyst types from USPTO. The task is: Predict which catalyst facilitates the given reaction. (1) Reactant: [N+:1]([C:4]1[CH:9]=[CH:8][C:7]([CH2:10][CH2:11][OH:12])=[CH:6][CH:5]=1)([O-:3])=[O:2].C1N2CCN(CC2)C1.[N+:21]([C:24]1[CH:29]=[CH:28][C:27]([S:30](Cl)(=[O:32])=[O:31])=[CH:26][CH:25]=1)([O-:23])=[O:22].O. Product: [N+:1]([C:4]1[CH:5]=[CH:6][C:7]([CH2:10][CH2:11][O:12][S:30]([C:27]2[CH:26]=[CH:25][C:24]([N+:21]([O-:23])=[O:22])=[CH:29][CH:28]=2)(=[O:31])=[O:32])=[CH:8][CH:9]=1)([O-:3])=[O:2]. The catalyst class is: 2. (2) Reactant: [CH2:1]1[C:13]2[NH:12][C:11]3[C:6](=[CH:7][CH:8]=[CH:9][CH:10]=3)[C:5]=2[CH2:4][CH2:3][N:2]1[C:14]1[N:19]=[CH:18][C:17]([C:20]([O:22][CH3:23])=[O:21])=[CH:16][N:15]=1.[CH3:24]C(C)([O-])C.[K+].CI. Product: [CH3:24][N:12]1[C:13]2[CH2:1][N:2]([C:14]3[N:15]=[CH:16][C:17]([C:20]([O:22][CH3:23])=[O:21])=[CH:18][N:19]=3)[CH2:3][CH2:4][C:5]=2[C:6]2[C:11]1=[CH:10][CH:9]=[CH:8][CH:7]=2. The catalyst class is: 31. (3) Reactant: [NH:1]1[C:9]2[C:4](=[CH:5][C:6]([C:10]([O:12][CH3:13])=[O:11])=[CH:7][CH:8]=2)[CH:3]=[N:2]1.Cl[CH2:15][C:16]1[CH:17]=[N:18][CH:19]=[C:20]([F:22])[CH:21]=1.O=S(Cl)Cl.C([O-])([O-])=O.[Cs+].[Cs+]. Product: [F:22][C:20]1[CH:21]=[C:16]([CH2:15][N:1]2[C:9]3[C:4](=[CH:5][C:6]([C:10]([O:12][CH3:13])=[O:11])=[CH:7][CH:8]=3)[CH:3]=[N:2]2)[CH:17]=[N:18][CH:19]=1.[F:22][C:20]1[CH:21]=[C:16]([CH2:15][N:2]2[CH:3]=[C:4]3[C:9]([CH:8]=[CH:7][C:6]([C:10]([O:12][CH3:13])=[O:11])=[CH:5]3)=[N:1]2)[CH:17]=[N:18][CH:19]=1. The catalyst class is: 18. (4) The catalyst class is: 13. Product: [CH2:1]([NH:8][C:9](=[O:10])[C@@H:11]1[CH2:15][C@@H:14]([O:16][CH2:17][CH3:18])[CH2:13][NH:12]1)[C:2]1[CH:7]=[CH:6][CH:5]=[CH:4][CH:3]=1. Reactant: [CH2:1]([NH:8][C:9]([C@@H:11]1[CH2:15][C@@H:14]([O:16][CH2:17][CH3:18])[CH2:13][N:12]1C(OC(C)(C)C)=O)=[O:10])[C:2]1[CH:7]=[CH:6][CH:5]=[CH:4][CH:3]=1.C(OCC)(=O)C.Cl.